Dataset: NCI-60 drug combinations with 297,098 pairs across 59 cell lines. Task: Regression. Given two drug SMILES strings and cell line genomic features, predict the synergy score measuring deviation from expected non-interaction effect. (1) Drug 1: CC1=C2C(C(=O)C3(C(CC4C(C3C(C(C2(C)C)(CC1OC(=O)C(C(C5=CC=CC=C5)NC(=O)C6=CC=CC=C6)O)O)OC(=O)C7=CC=CC=C7)(CO4)OC(=O)C)O)C)OC(=O)C. Drug 2: C1CNP(=O)(OC1)N(CCCl)CCCl. Cell line: OVCAR-8. Synergy scores: CSS=64.0, Synergy_ZIP=2.41, Synergy_Bliss=2.23, Synergy_Loewe=-63.1, Synergy_HSA=1.24. (2) Drug 1: C1=CC(=C2C(=C1NCCNCCO)C(=O)C3=C(C=CC(=C3C2=O)O)O)NCCNCCO. Drug 2: C1=NC2=C(N1)C(=S)N=C(N2)N. Cell line: CCRF-CEM. Synergy scores: CSS=62.7, Synergy_ZIP=-2.95, Synergy_Bliss=-4.07, Synergy_Loewe=-3.06, Synergy_HSA=0.144.